This data is from Reaction yield outcomes from USPTO patents with 853,638 reactions. The task is: Predict the reaction yield, written as a fraction of the theoretical maximum amount of product (1.0 means a 100% yield; for example, 0.34 means a 34% yield). (1) The reactants are C(OC([NH:8][C@@H:9]1[CH2:17][C:16]2[C:11](=[CH:12][CH:13]=[CH:14][CH:15]=2)[C@H:10]1[CH2:18][C:19]([O:21][CH3:22])=[O:20])=O)(C)(C)C.[ClH:23]. The catalyst is C(Cl)Cl. The product is [ClH:23].[CH3:22][O:21][C:19](=[O:20])[CH2:18][C@@H:10]1[C:11]2[C:16](=[CH:15][CH:14]=[CH:13][CH:12]=2)[CH2:17][C@H:9]1[NH2:8]. The yield is 0.910. (2) The reactants are [C:1](=[O:4])([O-])[O-].[Na+].[Na+].CC1(C)C(C)(C)OB([C:15]2[CH:16]=[C:17]3[C:22](=[CH:23][CH:24]=2)[O:21][CH2:20][CH2:19][CH2:18]3)O1.[CH2:26](O)[CH3:27].O. The catalyst is C1(C)C=CC=CC=1.C1(P(C2C=CC=CC=2)C2C=CC=CC=2)C=CC=CC=1.C1(P(C2C=CC=CC=2)C2C=CC=CC=2)C=CC=CC=1.C1(P(C2C=CC=CC=2)C2C=CC=CC=2)C=CC=CC=1.C1(P(C2C=CC=CC=2)C2C=CC=CC=2)C=CC=CC=1.[Pd]. The product is [O:21]1[C:22]2[CH:23]=[CH:24][C:15]([C:16]3[C:17]([CH3:22])=[CH:18][CH:19]=[C:26]([CH3:27])[C:15]=3[CH:1]=[O:4])=[CH:16][C:17]=2[CH2:18][CH2:19][CH2:20]1. The yield is 0.570.